Task: Predict the reaction yield, written as a fraction of the theoretical maximum amount of product (1.0 means a 100% yield; for example, 0.34 means a 34% yield).. Dataset: Reaction yield outcomes from USPTO patents with 853,638 reactions (1) The reactants are ON1[C:6](=O)[CH2:5][CH2:4][C:3]1=[O:8].CC1C=C[C:13]([CH3:16])=CC=1.[O:17]=O.[C:19]([OH:22])(=[O:21])[CH3:20]. No catalyst specified. The product is [C:19]([OH:22])(=[O:21])[C:20]1[CH:16]=[CH:13][C:4]([C:3]([OH:8])=[O:17])=[CH:5][CH:6]=1. The yield is 0.980. (2) The reactants are [OH:1][C:2]1[CH:11]=[CH:10][C:5]2[CH2:6][O:7][B:8]([OH:9])[C:4]=2[CH:3]=1.[H-].[Na+].Br[CH2:15][CH:16]=[CH2:17].Cl. The catalyst is CN(C=O)C. The product is [CH2:17]([O:1][C:2]1[CH:11]=[CH:10][C:5]2[CH2:6][O:7][B:8]([OH:9])[C:4]=2[CH:3]=1)[CH:16]=[CH2:15]. The yield is 0.635. (3) The product is [CH3:2][O:3][C:4](=[O:14])[C@H:5]([CH2:7][C:8]1[CH:13]=[CH:12][CH:11]=[CH:10][CH:9]=1)[N:6]=[CH:15][C:16]1[CH:21]=[CH:20][CH:19]=[CH:18][CH:17]=1. The reactants are Cl.[CH3:2][O:3][C:4](=[O:14])[C@H:5]([CH2:7][C:8]1[CH:13]=[CH:12][CH:11]=[CH:10][CH:9]=1)[NH2:6].[CH:15](=O)[C:16]1[CH:21]=[CH:20][CH:19]=[CH:18][CH:17]=1.S([O-])([O-])(=O)=O.[Mg+2].C(N(CC)CC)C. The yield is 0.970. The catalyst is C(Cl)Cl. (4) The reactants are [F:1][C:2]([F:26])([F:25])[C:3]1[CH:4]=[C:5]([CH:22]=[CH:23][CH:24]=1)[CH2:6][NH:7][C:8]1[C:17]2[C:12](=[C:13]([C:18]([O:20]C)=[O:19])[CH:14]=[CH:15][CH:16]=2)[N:11]=[CH:10][N:9]=1.[OH-].[Na+]. The catalyst is CO. The product is [F:26][C:2]([F:1])([F:25])[C:3]1[CH:4]=[C:5]([CH:22]=[CH:23][CH:24]=1)[CH2:6][NH:7][C:8]1[C:17]2[C:12](=[C:13]([C:18]([OH:20])=[O:19])[CH:14]=[CH:15][CH:16]=2)[N:11]=[CH:10][N:9]=1. The yield is 0.890. (5) The reactants are C(O[B:5]1[O:9][C:8]([CH3:11])([CH3:10])[C:7]([CH3:13])([CH3:12])[O:6]1)(C)C.C([Li])CCC.[F:19][C:20]1[CH:25]=[C:24]([O:26][CH:27]([CH3:29])[CH3:28])[CH:23]=[C:22]([F:30])[CH:21]=1. No catalyst specified. The product is [F:19][C:20]1[CH:25]=[C:24]([O:26][CH:27]([CH3:28])[CH3:29])[CH:23]=[C:22]([F:30])[C:21]=1[B:5]1[O:6][C:7]([CH3:12])([CH3:13])[C:8]([CH3:10])([CH3:11])[O:9]1. The yield is 0.990. (6) The reactants are [H-].[Na+].[F:3][C:4]1[CH:9]=[CH:8][C:7]([C:10](=[O:18])[CH2:11][C:12]2[CH:17]=[CH:16][N:15]=[CH:14][CH:13]=2)=[CH:6][CH:5]=1.[F:19][C:20]1[CH:28]=[CH:27][C:23]([C:24](Cl)=[O:25])=[CH:22][CH:21]=1.O. The catalyst is CN(C=O)C. The product is [F:19][C:20]1[CH:28]=[CH:27][C:23]([C:24]([O:18][C:10]([C:7]2[CH:8]=[CH:9][C:4]([F:3])=[CH:5][CH:6]=2)=[CH:11][C:12]2[CH:17]=[CH:16][N:15]=[CH:14][CH:13]=2)=[O:25])=[CH:22][CH:21]=1. The yield is 0.310. (7) The reactants are CS[C:3]1[NH:4][CH:5]=[C:6]([CH2:10][C:11]2[CH:16]=[CH:15][C:14](=[O:17])[NH:13][CH:12]=2)[C:7](=[O:9])[N:8]=1.[Cl:18][C:19]1[CH:34]=[CH:33][C:22]([O:23][C:24]2[CH:29]=[CH:28][C:27]([CH2:30][CH2:31][NH2:32])=[CH:26][CH:25]=2)=[CH:21][C:20]=1[C:35]([F:38])([F:37])[F:36]. The catalyst is N1C=CC=CC=1. The product is [Cl:18][C:19]1[CH:34]=[CH:33][C:22]([O:23][C:24]2[CH:29]=[CH:28][C:27]([CH2:30][CH2:31][NH:32][C:3]3[NH:4][CH:5]=[C:6]([CH2:10][C:11]4[CH:16]=[CH:15][C:14](=[O:17])[NH:13][CH:12]=4)[C:7](=[O:9])[N:8]=3)=[CH:26][CH:25]=2)=[CH:21][C:20]=1[C:35]([F:36])([F:37])[F:38]. The yield is 0.117.